From a dataset of Full USPTO retrosynthesis dataset with 1.9M reactions from patents (1976-2016). Predict the reactants needed to synthesize the given product. (1) Given the product [S:1]1[C:5]2[CH:6]=[C:7]([N:10]3[CH2:14][CH2:13][N:12]([C:17]4[CH:18]=[N:19][CH:20]=[CH:21][C:22]=4[Cl:23])[C:11]3=[O:15])[CH:8]=[CH:9][C:4]=2[N:3]=[CH:2]1, predict the reactants needed to synthesize it. The reactants are: [S:1]1[C:5]2[CH:6]=[C:7]([N:10]3[CH2:14][CH2:13][NH:12][C:11]3=[O:15])[CH:8]=[CH:9][C:4]=2[N:3]=[CH:2]1.Br[C:17]1[CH:18]=[N:19][CH:20]=[CH:21][C:22]=1[Cl:23].C1(N)CCCCC1N.P([O-])([O-])([O-])=O.[K+].[K+].[K+]. (2) Given the product [Cl:1][C:2]1[CH:3]=[CH:4][C:5](=[O:37])[N:6]([CH2:8][C:9]2[CH:10]=[CH:11][C:12]([CH2:15][N:16]3[CH:24]=[C:23]4[C:18]([N:19]=[CH:20][N:21]=[C:22]4[NH:25][CH2:26][C:27]4[C:28]([CH3:36])=[N:29][C:30]([OH:34])=[CH:31][C:32]=4[CH3:33])=[N:17]3)=[CH:13][CH:14]=2)[CH:7]=1, predict the reactants needed to synthesize it. The reactants are: [Cl:1][C:2]1[CH:3]=[CH:4][C:5](=[O:37])[N:6]([CH2:8][C:9]2[CH:14]=[CH:13][C:12]([CH2:15][N:16]3[CH:24]=[C:23]4[C:18]([N:19]=[CH:20][N:21]=[C:22]4[NH:25][CH2:26][C:27]4[C:28]([CH3:36])=[N:29][C:30]([O:34]C)=[CH:31][C:32]=4[CH3:33])=[N:17]3)=[CH:11][CH:10]=2)[CH:7]=1.[Si](I)(C)(C)C. (3) Given the product [Cl:1][C:2]1[N:7]=[CH:6][C:5]([S:8][C:9]2[N:13]([C:14]3[CH:19]=[C:18]([F:20])[CH:17]=[CH:16][C:15]=3[CH3:21])[N:12]=[C:11]([C:22]([NH:28][CH3:27])=[O:24])[CH:10]=2)=[CH:4][CH:3]=1, predict the reactants needed to synthesize it. The reactants are: [Cl:1][C:2]1[N:7]=[CH:6][C:5]([S:8][C:9]2[N:13]([C:14]3[CH:19]=[C:18]([F:20])[CH:17]=[CH:16][C:15]=3[CH3:21])[N:12]=[C:11]([C:22]([O:24]CC)=O)[CH:10]=2)=[CH:4][CH:3]=1.[CH3:27][NH2:28].CO. (4) Given the product [NH:12]1[CH2:11][CH2:10][CH:9]([C:4]2[C:3]([C:2]([F:23])([F:1])[F:22])=[CH:8][CH:7]=[CH:6][N:5]=2)[CH2:14][CH2:13]1, predict the reactants needed to synthesize it. The reactants are: [F:1][C:2]([F:23])([F:22])[C:3]1[C:4]([CH:9]2[CH2:14][CH2:13][N:12](C(OC(C)(C)C)=O)[CH2:11][CH2:10]2)=[N:5][CH:6]=[CH:7][CH:8]=1.FC(F)(F)C(O)=O.C(=O)(O)[O-].[Na+]. (5) Given the product [NH2:7][C:8]1[N:9]=[CH:10][CH:11]=[C:12]([C:16]2[CH:21]=[CH:20][C:19]([Cl:22])=[CH:18][C:17]=2[F:23])[C:13]=1[CH:14]=[O:15], predict the reactants needed to synthesize it. The reactants are: C(OC(=O)[NH:7][C:8]1[C:13]([CH:14]=[O:15])=[C:12]([C:16]2[CH:21]=[CH:20][C:19]([Cl:22])=[CH:18][C:17]=2[F:23])[CH:11]=[CH:10][N:9]=1)(C)(C)C.C(O)(C(F)(F)F)=O. (6) Given the product [CH3:29][O:30][NH:31][C:26]([C:6]1[N:5]=[C:4]([Cl:3])[C:9]([C:10]2[C:15]([F:16])=[CH:14][C:13]([F:17])=[CH:12][C:11]=2[F:18])=[C:8]([N:19]([CH2:22][CH:23]2[CH2:25][CH2:24]2)[O:20][CH3:21])[N:7]=1)=[NH:27], predict the reactants needed to synthesize it. The reactants are: [OH-].[Li+].[Cl:3][C:4]1[C:9]([C:10]2[C:15]([F:16])=[CH:14][C:13]([F:17])=[CH:12][C:11]=2[F:18])=[C:8]([N:19]([CH2:22][CH:23]2[CH2:25][CH2:24]2)[O:20][CH3:21])[N:7]=[C:6]([C:26]#[N:27])[N:5]=1.Cl.[CH3:29][O:30][NH2:31].